The task is: Binary classification across 12 toxicity assays.. This data is from Tox21: 12 toxicity assays (nuclear receptors and stress response pathways). (1) The molecule is O=C1C2CC=CCC2C(=O)N1SC(Cl)(Cl)C(Cl)Cl. It tested positive (active) for: NR-ER (Estrogen Receptor agonist activity), SR-HSE (Heat Shock Element response), and SR-MMP (Mitochondrial Membrane Potential disruption). (2) The molecule is CN1[C@H]2C[C@H](OC(=O)[C@H](CO)c3ccccc3)C[C@@H]1[C@H]1O[C@@H]21. It tested positive (active) for: NR-ER (Estrogen Receptor agonist activity).